From a dataset of Full USPTO retrosynthesis dataset with 1.9M reactions from patents (1976-2016). Predict the reactants needed to synthesize the given product. (1) Given the product [N+:16]([C:19]1[CH:28]=[C:27]2[C:22]([C:23]([Br:30])=[N:24][N:25]([CH:4]([CH3:5])[CH3:13])[C:26]2=[O:29])=[CH:21][CH:20]=1)([O-:18])=[O:17], predict the reactants needed to synthesize it. The reactants are: [N+]([C:4]1[CH:5]=C2C(=C[CH:13]=1)C(=O)NN=C2Br)([O-])=O.[N+:16]([C:19]1[CH:28]=[C:27]2[C:22]([C:23]([Br:30])=[N:24][NH:25][C:26]2=[O:29])=[CH:21][CH:20]=1)([O-:18])=[O:17].[H-].[Na+].BrC(C)C. (2) Given the product [C:1]([C:3]1[CH:4]=[CH:5][C:6]([O:26][CH3:27])=[C:7]([C:9]2[C:10]([NH:14][C:15]([C:17]3[CH:18]=[N:19][N:20]4[CH:25]=[CH:24][CH:23]=[N:22][C:21]=34)=[O:16])=[CH:11][N:12]([CH2:28][C:29]([OH:32])([CH3:31])[CH3:30])[N:13]=2)[CH:8]=1)#[N:2], predict the reactants needed to synthesize it. The reactants are: [C:1]([C:3]1[CH:4]=[CH:5][C:6]([O:26][CH3:27])=[C:7]([C:9]2[NH:13][N:12]=[CH:11][C:10]=2[NH:14][C:15]([C:17]2[CH:18]=[N:19][N:20]3[CH:25]=[CH:24][CH:23]=[N:22][C:21]=23)=[O:16])[CH:8]=1)#[N:2].[CH3:28][C:29]1([O:32][CH2:31]1)[CH3:30].C(=O)([O-])[O-].[Cs+].[Cs+].